From a dataset of Reaction yield outcomes from USPTO patents with 853,638 reactions. Predict the reaction yield, written as a fraction of the theoretical maximum amount of product (1.0 means a 100% yield; for example, 0.34 means a 34% yield). (1) The reactants are I[C:2]1[CH:7]=[CH:6][CH:5]=[CH:4][CH:3]=1.[Cl:8][C:9]1[CH:22]=[CH:21][C:20]2[NH:19][C:18]3[C:13](=[CH:14][CH:15]=[CH:16][CH:17]=3)[C:12]([CH3:24])([CH3:23])[C:11]=2[CH:10]=1.N#N.CC([O-])(C)C.[Na+]. The catalyst is C([O-])(=O)C.[Pd+2].C([O-])(=O)C.P(C(C)(C)C)(C(C)(C)C)C(C)(C)C.O. The product is [Cl:8][C:9]1[CH:22]=[CH:21][C:20]2[N:19]([C:2]3[CH:7]=[CH:6][CH:5]=[CH:4][CH:3]=3)[C:18]3[C:13](=[CH:14][CH:15]=[CH:16][CH:17]=3)[C:12]([CH3:24])([CH3:23])[C:11]=2[CH:10]=1. The yield is 0.810. (2) The yield is 1.00. The reactants are C(Cl)CCl.[C:5]([O:9][C:10]([NH:12][C@@H:13]([C@H:15]([C:18]1[O:19][CH:20]=[C:21]([C:23]([OH:25])=O)[N:22]=1)[CH2:16][CH3:17])[CH3:14])=[O:11])([CH3:8])([CH3:7])[CH3:6].C1C=CC2N(O)N=[N:32]C=2C=1. The product is [C:5]([O:9][C:10](=[O:11])[NH:12][C@@H:13]([C@H:15]([C:18]1[O:19][CH:20]=[C:21]([C:23](=[O:25])[NH2:32])[N:22]=1)[CH2:16][CH3:17])[CH3:14])([CH3:6])([CH3:7])[CH3:8]. The catalyst is ClCCl. (3) The reactants are C(O[C:4]1[C:5](=[O:16])[C:6](=[O:15])[C:7]=1[NH:8][C:9]1[CH:14]=[CH:13][N:12]=[CH:11][CH:10]=1)C.[Cl:17][C:18]1[CH:33]=[CH:32][C:21]([O:22][CH2:23][C:24]2[CH:31]=[CH:30][C:27]([CH2:28][NH2:29])=[CH:26][CH:25]=2)=[CH:20][CH:19]=1. No catalyst specified. The product is [Cl:17][C:18]1[CH:19]=[CH:20][C:21]([O:22][CH2:23][C:24]2[CH:31]=[CH:30][C:27]([CH2:28][NH:29][C:4]3[C:5](=[O:16])[C:6](=[O:15])[C:7]=3[NH:8][C:9]3[CH:10]=[CH:11][N:12]=[CH:13][CH:14]=3)=[CH:26][CH:25]=2)=[CH:32][CH:33]=1. The yield is 0.710. (4) The reactants are [CH2:1]([O:3][C:4]([C:6]1[N:7]([C:16]2[CH:21]=[CH:20][C:19]([O:22][CH:23]([CH3:25])[CH3:24])=[CH:18][CH:17]=2)[C:8]2[C:13]([CH:14]=1)=[CH:12][CH:11]=[C:10]([OH:15])[CH:9]=2)=[O:5])[CH3:2].[Cl:26][C:27]1[CH:32]=[CH:31][CH:30]=[C:29](Cl)[N:28]=1.C([O-])([O-])=O.[K+].[K+].CN(C=O)C. The catalyst is O. The product is [CH2:1]([O:3][C:4]([C:6]1[N:7]([C:16]2[CH:21]=[CH:20][C:19]([O:22][CH:23]([CH3:24])[CH3:25])=[CH:18][CH:17]=2)[C:8]2[C:13]([CH:14]=1)=[CH:12][CH:11]=[C:10]([O:15][C:29]1[CH:30]=[CH:31][CH:32]=[C:27]([Cl:26])[N:28]=1)[CH:9]=2)=[O:5])[CH3:2]. The yield is 0.920.